From a dataset of Forward reaction prediction with 1.9M reactions from USPTO patents (1976-2016). Predict the product of the given reaction. (1) Given the reactants [F:1][C:2]1[CH:7]=[CH:6][C:5]([N:8]2[C:13](=[O:14])[C:12](OC)=[C:11]([C:17]3[CH:22]=[CH:21][C:20]([Se:23][CH3:24])=[CH:19][CH:18]=3)[CH:10]=[N:9]2)=[CH:4][CH:3]=1.C[Se]C1C=CC(B(O)O)=CC=1.[F:36][C:37]1[CH:42]=[CH:41][C:40](N2C(=O)C(OC)=C(C3C=CC(SC)=CC=3)C=N2)=[CH:39][CH:38]=1.FC1C=CC([Mg]Br)=CC=1, predict the reaction product. The product is: [F:1][C:2]1[CH:7]=[CH:6][C:5]([N:8]2[C:13](=[O:14])[C:12]([C:40]3[CH:41]=[CH:42][C:37]([F:36])=[CH:38][CH:39]=3)=[C:11]([C:17]3[CH:22]=[CH:21][C:20]([Se:23][CH3:24])=[CH:19][CH:18]=3)[CH:10]=[N:9]2)=[CH:4][CH:3]=1. (2) Given the reactants [C:1]([C:4]1[CH:8]=[CH:7][S:6][CH:5]=1)(=[O:3])[CH3:2].[C:9]1([CH2:15][CH2:16][NH2:17])[CH:14]=[CH:13][CH:12]=[CH:11][CH:10]=1.[CH2:18]=O, predict the reaction product. The product is: [CH2:16]([NH:17][CH2:18][CH2:2][C:1]([C:4]1[CH:8]=[CH:7][S:6][CH:5]=1)=[O:3])[CH2:15][C:9]1[CH:14]=[CH:13][CH:12]=[CH:11][CH:10]=1.